The task is: Predict the reaction yield, written as a fraction of the theoretical maximum amount of product (1.0 means a 100% yield; for example, 0.34 means a 34% yield).. This data is from Reaction yield outcomes from USPTO patents with 853,638 reactions. (1) The product is [Cl:1][C:2]1[CH:7]=[C:6]([CH:8]2[CH2:9][CH2:10][N:11]([CH:17]3[CH2:18][O:15][CH2:16]3)[CH2:12][CH2:13]2)[CH:5]=[C:4]([Cl:14])[N:3]=1. The catalyst is C1COCC1. The reactants are [Cl:1][C:2]1[CH:7]=[C:6]([CH:8]2[CH2:13][CH2:12][NH:11][CH2:10][CH2:9]2)[CH:5]=[C:4]([Cl:14])[N:3]=1.[O:15]1[CH2:18][C:17](=O)[CH2:16]1.C([BH3-])#N.[Na+]. The yield is 0.887. (2) The reactants are [Cl:1][C:2]1[N:7]=[CH:6][C:5]([OH:8])=[CH:4][CH:3]=1.[CH:9]1(O)[CH2:14][CH2:13][CH2:12][CH2:11][CH2:10]1.C(P(CCCC)CCCC)CCC.C1CCN(C(N=NC(N2CCCCC2)=O)=O)CC1. The catalyst is CCOC(C)=O.O.C1COCC1.C1C=CC=CC=1. The product is [Cl:1][C:2]1[N:7]=[CH:6][C:5]([O:8][CH:9]2[CH2:14][CH2:13][CH2:12][CH2:11][CH2:10]2)=[CH:4][CH:3]=1. The yield is 0.580. (3) The reactants are [Br:1][C:2]1[CH:6]=[CH:5][O:4][C:3]=1[CH:7]=O.[NH:9]1[CH2:13][CH2:12][CH2:11][CH2:10]1.C(Cl)Cl.C(O[BH-](OC(=O)C)OC(=O)C)(=O)C.[Na+]. The catalyst is CCOC(C)=O. The product is [Br:1][C:2]1[CH:6]=[CH:5][O:4][C:3]=1[CH2:7][N:9]1[CH2:13][CH2:12][CH2:11][CH2:10]1. The yield is 0.650. (4) The reactants are [CH:1]([C:3]1[CH:4]=[C:5]([CH:9]=[CH:10][C:11]=1[CH3:12])[C:6]([OH:8])=O)=[O:2].CN(C(ON1N=NC2C=CC=CC1=2)=[N+](C)C)C.F[P-](F)(F)(F)(F)F.Cl.[NH:38]1[CH2:43][CH2:42][CH:41]([C:44]2[CH:51]=[CH:50][C:47]([C:48]#[N:49])=[CH:46][CH:45]=2)[CH2:40][CH2:39]1.CCN(C(C)C)C(C)C. The catalyst is CN(C)C=O.CCOC(C)=O. The product is [CH:1]([C:3]1[CH:4]=[C:5]([CH:9]=[CH:10][C:11]=1[CH3:12])[C:6]([N:38]1[CH2:43][CH2:42][CH:41]([C:44]2[CH:51]=[CH:50][C:47]([C:48]#[N:49])=[CH:46][CH:45]=2)[CH2:40][CH2:39]1)=[O:8])=[O:2]. The yield is 0.750. (5) The reactants are C[N:2](C)/[CH:3]=[CH:4]/[C:5]([C:7]1[C:12](=[O:13])[CH:11]=[CH:10][N:9]([C:14]2[CH:19]=[CH:18][CH:17]=[C:16]([O:20][C:21]([F:24])([F:23])[F:22])[CH:15]=2)[N:8]=1)=O.[F:26][C:27]1[CH:32]=[CH:31][CH:30]=[CH:29][C:28]=1[NH:33]N. No catalyst specified. The product is [F:26][C:27]1[CH:32]=[CH:31][CH:30]=[CH:29][C:28]=1[N:33]1[C:5]([C:7]2[C:12](=[O:13])[CH:11]=[CH:10][N:9]([C:14]3[CH:19]=[CH:18][CH:17]=[C:16]([O:20][C:21]([F:24])([F:23])[F:22])[CH:15]=3)[N:8]=2)=[CH:4][CH:3]=[N:2]1. The yield is 0.690. (6) The reactants are [CH3:1][C:2]1([CH3:27])[CH2:11][C:10]2[C:5](=[CH:6][CH:7]=[C:8]([C:12]([O:14]C)=[O:13])[CH:9]=2)[NH:4][CH:3]1[C:16]1[CH:21]=[CH:20][C:19]([S:22](=[O:26])(=[O:25])[NH:23][CH3:24])=[CH:18][CH:17]=1.[OH-].[Na+]. The catalyst is CO.O. The product is [CH3:1][C:2]1([CH3:27])[CH2:11][C:10]2[C:5](=[CH:6][CH:7]=[C:8]([C:12]([OH:14])=[O:13])[CH:9]=2)[NH:4][CH:3]1[C:16]1[CH:21]=[CH:20][C:19]([S:22](=[O:26])(=[O:25])[NH:23][CH3:24])=[CH:18][CH:17]=1. The yield is 0.219.